Dataset: Forward reaction prediction with 1.9M reactions from USPTO patents (1976-2016). Task: Predict the product of the given reaction. (1) Given the reactants Br[C:2]1[CH:7]=[C:6]([NH:8][C:9](=[O:18])[C:10]2[C:15]([Cl:16])=[CH:14][CH:13]=[CH:12][C:11]=2[Cl:17])[CH:5]=[CH:4][N:3]=1.[O:19]1[CH2:24][CH2:23][CH:22]([N:25]2[CH:29]=[C:28]([NH2:30])[CH:27]=[N:26]2)[CH2:21][CH2:20]1.CC1(C)C2C(=C(P(C3C=CC=CC=3)C3C=CC=CC=3)C=CC=2)OC2C(P(C3C=CC=CC=3)C3C=CC=CC=3)=CC=CC1=2.C([O-])([O-])=O.[Cs+].[Cs+], predict the reaction product. The product is: [Cl:17][C:11]1[CH:12]=[CH:13][CH:14]=[C:15]([Cl:16])[C:10]=1[C:9]([NH:8][C:6]1[CH:5]=[CH:4][N:3]=[C:2]([NH:30][C:28]2[CH:27]=[N:26][N:25]([CH:22]3[CH2:23][CH2:24][O:19][CH2:20][CH2:21]3)[CH:29]=2)[CH:7]=1)=[O:18]. (2) Given the reactants C(OC([N:8]1[CH2:13][CH2:12][N:11]([CH2:14][CH2:15][C:16]2[CH:21]=[CH:20][C:19]([C:22]#[N:23])=[C:18]([S:24][CH3:25])[CH:17]=2)[CH2:10][CH2:9]1)=O)(C)(C)C.C(O)(C(F)(F)F)=O, predict the reaction product. The product is: [CH3:25][S:24][C:18]1[CH:17]=[C:16]([CH2:15][CH2:14][N:11]2[CH2:10][CH2:9][NH:8][CH2:13][CH2:12]2)[CH:21]=[CH:20][C:19]=1[C:22]#[N:23]. (3) Given the reactants Cl.[Cl:2][C:3]1[CH:8]=[CH:7][CH:6]=[CH:5][C:4]=1[C:9]1[NH:10][C:11]2[C:16]([N:17]=1)=[C:15]([N:18]1[CH2:23][CH2:22][N:21]([CH2:24][CH3:25])[CH2:20][CH2:19]1)[N:14]=[C:13]([CH3:26])[N:12]=2, predict the reaction product. The product is: [ClH:2].[Cl:2][C:3]1[CH:8]=[CH:7][CH:6]=[CH:5][C:4]=1[C:9]1[NH:10][C:11]2[C:16]([N:17]=1)=[C:15]([N:18]1[CH2:23][CH2:22][N:21]([CH2:24][CH3:25])[CH2:20][CH2:19]1)[N:14]=[C:13]([CH3:26])[N:12]=2. (4) Given the reactants [CH2:1]([S:3][CH:4]([NH:14][C:15](=[O:19])OCC)[NH:5][C:6]1[CH:11]=[CH:10][CH:9]=[C:8]([F:12])[C:7]=1[CH3:13])[CH3:2].C1(OC2C=CC=CC=2)C=CC=CC=1, predict the reaction product. The product is: [CH2:1]([S:3][C:4]1[NH:14][C:15](=[O:19])[C:11]2[C:6](=[C:7]([CH3:13])[C:8]([F:12])=[CH:9][CH:10]=2)[N:5]=1)[CH3:2]. (5) Given the reactants [Cl:1][C:2]1[CH:3]=[C:4]([S:8]([C:11]2[N:12]=[N:13][C:14]([O:17]C)=[CH:15][CH:16]=2)(=[O:10])=[O:9])[CH:5]=[CH:6][CH:7]=1.Cl, predict the reaction product. The product is: [Cl:1][C:2]1[CH:3]=[C:4]([S:8]([C:11]2[CH:16]=[CH:15][C:14](=[O:17])[NH:13][N:12]=2)(=[O:10])=[O:9])[CH:5]=[CH:6][CH:7]=1.